Dataset: Reaction yield outcomes from USPTO patents with 853,638 reactions. Task: Predict the reaction yield, written as a fraction of the theoretical maximum amount of product (1.0 means a 100% yield; for example, 0.34 means a 34% yield). (1) The reactants are [N:1]1([C:7]2[CH:12]=[CH:11][C:10]([NH:13][C:14]([C:16]3[NH:17][C:18]4[C:23]([C:24](=[O:26])[CH:25]=3)=[CH:22][C:21]([O:27][CH3:28])=[CH:20][C:19]=4[Br:29])=[O:15])=[CH:9][CH:8]=2)[CH2:6][CH2:5][O:4][CH2:3][CH2:2]1.[H-].[Na+].[CH3:32][Si:33]([CH3:40])([CH3:39])[CH2:34][CH2:35][O:36][CH2:37]Cl.O. The catalyst is CN1CCCC1=O.CO. The product is [N:1]1([C:7]2[CH:12]=[CH:11][C:10]([NH:13][C:14]([C:16]3[CH:25]=[C:24]([O:26][CH2:37][O:36][CH2:35][CH2:34][Si:33]([CH3:40])([CH3:39])[CH3:32])[C:23]4[C:18](=[C:19]([Br:29])[CH:20]=[C:21]([O:27][CH3:28])[CH:22]=4)[N:17]=3)=[O:15])=[CH:9][CH:8]=2)[CH2:6][CH2:5][O:4][CH2:3][CH2:2]1. The yield is 0.800. (2) The reactants are [Cl:1][C:2]1[CH:3]=[C:4]([C:8]2[CH:9]=[C:10]3[C:15](=[O:16])[NH:14][CH2:13][CH:12]([CH2:17][NH:18][C:19]([N:21]=[N+]=[N-])=[O:20])[N:11]3[CH:24]=2)[CH:5]=[CH:6][CH:7]=1.[OH-:25].[Na+]. The catalyst is C1COCC1.CCOC(C)=O. The product is [Cl:1][C:2]1[CH:3]=[C:4]([C:8]2[CH:9]=[C:10]3[C:15](=[O:16])[NH:14][CH2:13][CH:12]([CH2:17][NH:18][C:19]([NH:21][CH2:17][CH:12]4[N:11]5[CH:24]=[C:8]([C:4]6[CH:5]=[CH:6][CH:7]=[C:2]([Cl:1])[CH:3]=6)[CH:9]=[C:10]5[C:15](=[O:25])[NH:14][CH2:13]4)=[O:20])[N:11]3[CH:24]=2)[CH:5]=[CH:6][CH:7]=1. The yield is 0.890. (3) The reactants are C(OC([NH:8][C@H:9]1[C@H:14]([CH2:15][CH:16]2[CH2:19][CH2:18][CH2:17]2)[CH2:13][CH2:12][N:11]([C:20]([O:22][CH2:23][C:24]2[CH:29]=[CH:28][CH:27]=[CH:26][CH:25]=2)=[O:21])[CH2:10]1)=O)(C)(C)C.[OH-].[Na+]. The catalyst is Cl.C(#N)C. The product is [NH2:8][C@H:9]1[C@H:14]([CH2:15][CH:16]2[CH2:19][CH2:18][CH2:17]2)[CH2:13][CH2:12][N:11]([C:20]([O:22][CH2:23][C:24]2[CH:25]=[CH:26][CH:27]=[CH:28][CH:29]=2)=[O:21])[CH2:10]1. The yield is 0.850. (4) The reactants are Br[C:2]1[CH:3]=[N:4][CH:5]=[C:6]2[C:11]=1[N:10]=[C:9]([C:12]([NH2:14])=[O:13])[CH:8]=[CH:7]2.[F:15][C:16]([F:28])([F:27])[O:17][C:18]1[CH:23]=[CH:22][C:21](B(O)O)=[CH:20][CH:19]=1.C(=O)([O-])[O-].[Cs+].[Cs+]. The catalyst is O1CCOCC1.O.C1(P([C-]2C=CC=C2)C2C=CC=CC=2)C=CC=CC=1.[C-]1(P(C2C=CC=CC=2)C2C=CC=CC=2)C=CC=C1.[Fe+2].[Pd](Cl)Cl. The product is [F:15][C:16]([F:27])([F:28])[O:17][C:18]1[CH:23]=[CH:22][C:21]([C:2]2[CH:3]=[N:4][CH:5]=[C:6]3[C:11]=2[N:10]=[C:9]([C:12]([NH2:14])=[O:13])[CH:8]=[CH:7]3)=[CH:20][CH:19]=1. The yield is 0.850. (5) The product is [OH:1][CH:2]1[C:10]2[CH:9]=[CH:8][CH:7]=[C:6]([C:11]#[N:12])[C:5]=2[CH2:4][CH2:3]1. The yield is 0.823. The reactants are [O:1]=[C:2]1[C:10]2[CH:9]=[CH:8][CH:7]=[C:6]([C:11]#[N:12])[C:5]=2[CH2:4][CH2:3]1.[BH4-].[Na+]. The catalyst is CCO. (6) The reactants are C(O)(=O)/C=C/C(O)=O.[CH3:9][O:10][C:11]1[CH:12]=[CH:13][C:14]2[CH:20]([C:21]3[CH:26]=[CH:25][CH:24]=[CH:23][CH:22]=3)[CH2:19][CH2:18][N:17]([CH3:27])[CH2:16][C:15]=2[CH:28]=1.P(OP(O)(O)=O)(O)(O)=O.[OH-].[NH4+]. The catalyst is ClCCCl. The product is [CH3:9][O:10][C:11]1[C:28]2[CH:20]([C:21]3[CH:22]=[CH:23][CH:24]=[CH:25][CH:26]=3)[CH2:19][CH2:18][N:17]([CH3:27])[CH2:16][C:15]=2[CH:14]=[CH:13][CH:12]=1.[CH3:9][O:10][C:11]1[CH:12]=[CH:13][C:14]2[CH:20]([C:21]3[CH:22]=[CH:23][CH:24]=[CH:25][CH:26]=3)[CH2:19][CH2:18][N:17]([CH3:27])[CH2:16][C:15]=2[CH:28]=1. The yield is 0.350.